This data is from Reaction yield outcomes from USPTO patents with 853,638 reactions. The task is: Predict the reaction yield, written as a fraction of the theoretical maximum amount of product (1.0 means a 100% yield; for example, 0.34 means a 34% yield). (1) The reactants are [C:1]([C:3]1[C:8]2[S:9][CH:10]=[CH:11][C:7]=2[C:6]([NH:12][C@H:13]([C@@H:27]([OH:29])[CH3:28])[C:14]([NH:16][NH:17][C:18](=[O:26])[C:19]2[CH:24]=[CH:23][C:22]([F:25])=[CH:21][CH:20]=2)=O)=[CH:5][CH:4]=1)#[N:2].CCN(P1(N(C)CCCN1C)=NC(C)(C)C)CC.CO. The catalyst is C1COCC1. The product is [F:25][C:22]1[CH:21]=[CH:20][C:19]([C:18]2[O:26][C:14]([C@H:13]([NH:12][C:6]3[C:7]4[CH:11]=[CH:10][S:9][C:8]=4[C:3]([C:1]#[N:2])=[CH:4][CH:5]=3)[C@@H:27]([OH:29])[CH3:28])=[N:16][N:17]=2)=[CH:24][CH:23]=1. The yield is 0.270. (2) The reactants are [CH3:1][O:2][C:3]1[CH:10]=[CH:9][C:6]([CH2:7][NH2:8])=[CH:5][CH:4]=1.[CH3:11][C:12]([CH3:14])=O.C(O[BH-](OC(=O)C)OC(=O)C)(=O)C.[Na+]. The catalyst is ClC(Cl)C. The product is [CH:12]([NH:8][CH2:7][C:6]1[CH:9]=[CH:10][C:3]([O:2][CH3:1])=[CH:4][CH:5]=1)([CH3:14])[CH3:11]. The yield is 0.850. (3) The reactants are [NH2:1]/[C:2](/OCC)=[CH:3]\[C:4](=O)[C:5]([F:8])([F:7])[F:6].Cl.[F:14][C:15]1[CH:20]=[CH:19][C:18]([NH:21][NH2:22])=[CH:17][CH:16]=1.C(N(CC)CC)C. No catalyst specified. The product is [F:14][C:15]1[CH:20]=[CH:19][C:18]([N:21]2[C:2]([NH2:1])=[CH:3][C:4]([C:5]([F:6])([F:7])[F:8])=[N:22]2)=[CH:17][CH:16]=1. The yield is 0.640. (4) The reactants are C([O:3][CH:4](OCC)[C:5]1[O:13][C:12]2[C:11]([N:14]3[CH2:19][CH2:18][N:17]([S:20]([NH2:23])(=[O:22])=[O:21])[CH2:16][CH2:15]3)=[CH:10][N:9]=[CH:8][C:7]=2[CH:6]=1)C.Cl.C(=O)(O)[O-].[Na+]. The catalyst is O1CCCC1. The product is [CH:4]([C:5]1[O:13][C:12]2[C:11]([N:14]3[CH2:15][CH2:16][N:17]([S:20]([NH2:23])(=[O:22])=[O:21])[CH2:18][CH2:19]3)=[CH:10][N:9]=[CH:8][C:7]=2[CH:6]=1)=[O:3]. The yield is 0.910.